From a dataset of Forward reaction prediction with 1.9M reactions from USPTO patents (1976-2016). Predict the product of the given reaction. Given the reactants [CH3:1][O:2][C:3]1[CH:8]=[CH:7][C:6]([C:9]2[CH:10]=[C:11]([C:23]#[N:24])[CH:12]=[N:13][C:14]=2[C:15]2[CH:20]=[CH:19][C:18]([O:21][CH3:22])=[CH:17][CH:16]=2)=[CH:5][CH:4]=1, predict the reaction product. The product is: [CH3:1][O:2][C:3]1[CH:4]=[CH:5][C:6]([C:9]2[CH:10]=[C:11]([CH2:23][NH2:24])[CH:12]=[N:13][C:14]=2[C:15]2[CH:20]=[CH:19][C:18]([O:21][CH3:22])=[CH:17][CH:16]=2)=[CH:7][CH:8]=1.